From a dataset of TCR-epitope binding with 47,182 pairs between 192 epitopes and 23,139 TCRs. Binary Classification. Given a T-cell receptor sequence (or CDR3 region) and an epitope sequence, predict whether binding occurs between them. (1) The epitope is HPKVSSEVHI. The TCR CDR3 sequence is CASSWGNGNTEAFF. Result: 0 (the TCR does not bind to the epitope). (2) The epitope is IQYIDIGNY. The TCR CDR3 sequence is CASSEYNTEAFF. Result: 1 (the TCR binds to the epitope). (3) The epitope is GTSGSPIINR. The TCR CDR3 sequence is CAISESMGTGTQETQYF. Result: 1 (the TCR binds to the epitope). (4) The epitope is DPFRLLQNSQVFS. The TCR CDR3 sequence is CASSLQGFLLSYEQYF. Result: 1 (the TCR binds to the epitope). (5) The epitope is HTTDPSFLGRY. The TCR CDR3 sequence is CATSDETEKYGYTF. Result: 1 (the TCR binds to the epitope).